This data is from NCI-60 drug combinations with 297,098 pairs across 59 cell lines. The task is: Regression. Given two drug SMILES strings and cell line genomic features, predict the synergy score measuring deviation from expected non-interaction effect. (1) Drug 1: C(CN)CNCCSP(=O)(O)O. Drug 2: CCC1(C2=C(COC1=O)C(=O)N3CC4=CC5=C(C=CC(=C5CN(C)C)O)N=C4C3=C2)O.Cl. Cell line: TK-10. Synergy scores: CSS=2.81, Synergy_ZIP=6.51, Synergy_Bliss=3.71, Synergy_Loewe=-19.7, Synergy_HSA=-3.82. (2) Drug 1: C1CC(=O)NC(=O)C1N2CC3=C(C2=O)C=CC=C3N. Drug 2: CC1=C(C=C(C=C1)NC(=O)C2=CC=C(C=C2)CN3CCN(CC3)C)NC4=NC=CC(=N4)C5=CN=CC=C5. Cell line: CCRF-CEM. Synergy scores: CSS=15.9, Synergy_ZIP=1.23, Synergy_Bliss=7.61, Synergy_Loewe=6.15, Synergy_HSA=6.53. (3) Drug 1: C1=CC(=CC=C1CCCC(=O)O)N(CCCl)CCCl. Drug 2: C1CN(P(=O)(OC1)NCCCl)CCCl. Cell line: RPMI-8226. Synergy scores: CSS=46.4, Synergy_ZIP=-3.76, Synergy_Bliss=-10.7, Synergy_Loewe=-28.8, Synergy_HSA=-10.1. (4) Drug 1: CCN(CC)CCCC(C)NC1=C2C=C(C=CC2=NC3=C1C=CC(=C3)Cl)OC. Drug 2: CC1C(C(CC(O1)OC2CC(CC3=C2C(=C4C(=C3O)C(=O)C5=CC=CC=C5C4=O)O)(C(=O)C)O)N)O. Cell line: SK-MEL-28. Synergy scores: CSS=45.7, Synergy_ZIP=-7.39, Synergy_Bliss=-4.69, Synergy_Loewe=-18.2, Synergy_HSA=-3.45. (5) Drug 1: CN1CCC(CC1)COC2=C(C=C3C(=C2)N=CN=C3NC4=C(C=C(C=C4)Br)F)OC. Synergy scores: CSS=41.8, Synergy_ZIP=5.81, Synergy_Bliss=3.40, Synergy_Loewe=-26.1, Synergy_HSA=1.30. Cell line: KM12. Drug 2: CC(C1=C(C=CC(=C1Cl)F)Cl)OC2=C(N=CC(=C2)C3=CN(N=C3)C4CCNCC4)N.